From a dataset of Blood-brain barrier permeability classification from the B3DB database. Regression/Classification. Given a drug SMILES string, predict its absorption, distribution, metabolism, or excretion properties. Task type varies by dataset: regression for continuous measurements (e.g., permeability, clearance, half-life) or binary classification for categorical outcomes (e.g., BBB penetration, CYP inhibition). Dataset: b3db_classification. (1) The drug is Cc1ccc(S(=O)(=O)[C@H]2[C@H](c3ccccc3)[C@@]2(N)CO)cc1. The result is 1 (penetrates BBB). (2) The molecule is CC1(C)S[C@@H]2[C@H](NC(=O)[C@H](NC(=O)N3CCN(S(C)(=O)=O)C3=O)c3ccccc3)C(=O)N2[C@H]1C(=O)O. The result is 0 (does not penetrate BBB).